The task is: Predict the product of the given reaction.. This data is from Forward reaction prediction with 1.9M reactions from USPTO patents (1976-2016). Given the reactants [C:1]([O:5][CH2:6][CH2:7][CH2:8][CH2:9][CH2:10][CH:11]([CH3:13])[CH3:12])(=[O:4])[CH:2]=[CH2:3].[C:14]([NH2:18])(=[O:17])[CH:15]=[CH2:16].[C:19]([O:22][CH:23]=[CH2:24])(=[O:21])[CH3:20].N(C(C)(CC(C)C)C#N)=NC(C)(CC(C)C)C#N, predict the reaction product. The product is: [C:1]([O:5][CH2:6][CH2:7][CH2:8][CH2:9][CH2:10][CH:11]([CH3:13])[CH3:12])(=[O:4])[CH:2]=[CH2:3].[C:14]([NH2:18])(=[O:17])[CH:15]=[CH2:16].[C:19]([O:22][CH:23]=[CH2:24])(=[O:21])[CH3:20].